From a dataset of Cav3 T-type calcium channel HTS with 100,875 compounds. Binary Classification. Given a drug SMILES string, predict its activity (active/inactive) in a high-throughput screening assay against a specified biological target. (1) The compound is S(c1n2c(=NC(CCC(=O)NCc3occc3)C2=O)c2c(n1)cccc2)Cc1ccc(F)cc1. The result is 0 (inactive). (2) The compound is S(c1n(\c([nH]n1)=C1\C=CC(=O)C=C1)CC)CC(=O)Nc1ccc(cc1)C. The result is 0 (inactive). (3) The molecule is O=c1[nH]c2c(cc1CN(C1CCCCC1)Cc1n(nnn1)Cc1occc1)cc(OC)cc2. The result is 0 (inactive). (4) The molecule is s1c(nnc1NC(=O)c1ncc(nc1)C)C1CC1. The result is 0 (inactive).